Dataset: Catalyst prediction with 721,799 reactions and 888 catalyst types from USPTO. Task: Predict which catalyst facilitates the given reaction. Reactant: Cl.[CH2:2]([C:4]1[N:9]([CH2:10][C:11](=[O:18])[C:12]2[CH:17]=[CH:16][CH:15]=[CH:14][CH:13]=2)[C:8](=[O:19])[C:7]2[C:20]([O:33][CH3:34])=[C:21]([C:24]([NH:26][CH:27]3[CH2:32][CH2:31][NH:30][CH2:29][CH2:28]3)=[O:25])[N:22]([CH3:23])[C:6]=2[CH:5]=1)[CH3:3].C(N(CC)CC)C.C1COCC1.C([O:50][CH2:51][C:52](Cl)=[O:53])(=O)C. Product: [CH2:2]([C:4]1[N:9]([CH2:10][C:11](=[O:18])[C:12]2[CH:13]=[CH:14][CH:15]=[CH:16][CH:17]=2)[C:8](=[O:19])[C:7]2[C:20]([O:33][CH3:34])=[C:21]([C:24]([NH:26][CH:27]3[CH2:28][CH2:29][N:30]([C:51](=[O:50])[CH2:52][OH:53])[CH2:31][CH2:32]3)=[O:25])[N:22]([CH3:23])[C:6]=2[CH:5]=1)[CH3:3]. The catalyst class is: 13.